Dataset: Full USPTO retrosynthesis dataset with 1.9M reactions from patents (1976-2016). Task: Predict the reactants needed to synthesize the given product. (1) Given the product [CH:6]12[N:10]([CH2:12][C:11]#[N:14])[CH:2]([CH2:9][CH2:8][CH2:7]1)[CH2:3][O:4][CH2:5]2, predict the reactants needed to synthesize it. The reactants are: Cl.[CH:2]12[NH:10][CH:6]([CH2:7][CH2:8][CH2:9]1)[CH2:5][O:4][CH2:3]2.[CH:11]([N:14](CC)C(C)C)(C)[CH3:12].BrCC#N.[I-].[Na+]. (2) Given the product [N:1]1([C:25]([O:27][C:28]([CH3:31])([CH3:30])[CH3:29])=[O:26])[CH2:6][CH2:5][NH:4][CH2:3][CH:2]1[C:17]([O:19][CH:20]1[CH2:24][CH2:23][CH2:22][CH2:21]1)=[O:18], predict the reactants needed to synthesize it. The reactants are: [N:1]1([C:25]([O:27][C:28]([CH3:31])([CH3:30])[CH3:29])=[O:26])[CH2:6][CH2:5][N:4](C(OCC2C=CC=CC=2)=O)[CH2:3][CH:2]1[C:17]([O:19][CH:20]1[CH2:24][CH2:23][CH2:22][CH2:21]1)=[O:18]. (3) Given the product [Br:8][C:11]1[C:10]([CH3:9])=[CH:16][C:14]([NH2:15])=[C:13]([N+:17]([O-:19])=[O:18])[CH:12]=1, predict the reactants needed to synthesize it. The reactants are: C1C(=O)N([Br:8])C(=O)C1.[CH3:9][C:10]1[CH:11]=[CH:12][C:13]([N+:17]([O-:19])=[O:18])=[C:14]([CH:16]=1)[NH2:15]. (4) Given the product [NH2:1][C:2](=[N:36][C:37](=[O:44])[C:38]1[CH:39]=[CH:40][CH:41]=[CH:42][CH:43]=1)[C:3]1[CH:8]=[CH:7][C:6]([NH:9][CH:10]([C:23]2[CH:28]=[C:27]([O:29][CH3:30])[CH:26]=[C:25]([O:31][CH2:32][CH2:33][OH:34])[C:24]=2[F:35])[C:11]2[N:15]=[C:14]([O:16][CH2:56][O:57][C:58](=[O:67])[C:59]([CH3:65])([CH3:66])[CH2:60][O:61][CH2:62][O:63][CH3:64])[N:13]([C:17]3[N:18]=[CH:19][CH:20]=[CH:21][N:22]=3)[N:12]=2)=[CH:5][CH:4]=1, predict the reactants needed to synthesize it. The reactants are: [NH2:1][C:2](=[N:36][C:37](=[O:44])[C:38]1[CH:43]=[CH:42][CH:41]=[CH:40][CH:39]=1)[C:3]1[CH:8]=[CH:7][C:6]([NH:9][CH:10]([C:23]2[CH:28]=[C:27]([O:29][CH3:30])[CH:26]=[C:25]([O:31][CH2:32][CH2:33][OH:34])[C:24]=2[F:35])[C:11]2[NH:15][C:14](=[O:16])[N:13]([C:17]3[N:22]=[CH:21][CH:20]=[CH:19][N:18]=3)[N:12]=2)=[CH:5][CH:4]=1.CN(C=O)C.C(=O)([O-])O.[K+].Cl[CH2:56][O:57][C:58](=[O:67])[C:59]([CH3:66])([CH3:65])[CH2:60][O:61][CH2:62][O:63][CH3:64]. (5) Given the product [CH2:49]([O:50][C:9]1[CH:14]=[C:13]([O:15][CH2:16][C:17]2[CH:22]=[CH:21][CH:20]=[CH:19][CH:18]=2)[C:12]([CH:23]([CH3:24])[CH3:25])=[CH:11][C:10]=1[C:26]1[O:30][N:29]=[C:28]([C:31](=[O:35])[NH:32][CH2:33][CH3:34])[C:27]=1[C:36]1[N:40]=[C:39]([C:41]([NH:48][CH2:46][CH3:47])=[O:43])[O:38][N:37]=1)[C:9]1[CH:14]=[CH:13][CH:12]=[CH:11][CH:10]=1, predict the reactants needed to synthesize it. The reactants are: C(O[C:9]1[CH:14]=[C:13]([O:15][CH2:16][C:17]2[CH:22]=[CH:21][CH:20]=[CH:19][CH:18]=2)[C:12]([CH:23]([CH3:25])[CH3:24])=[CH:11][C:10]=1[C:26]1[O:30][N:29]=[C:28]([C:31](=[O:35])[NH:32][CH2:33][CH3:34])[C:27]=1[C:36]1[N:40]=[C:39]([C:41]([O:43]CC)=O)[O:38][N:37]=1)C1C=CC=CC=1.[CH2:46]([NH2:48])[CH3:47].[CH3:49][OH:50]. (6) Given the product [F:1][C:2]1[CH:9]=[CH:8][CH:7]=[CH:6][C:3]=1[CH2:4][NH:11][NH2:12], predict the reactants needed to synthesize it. The reactants are: [F:1][C:2]1[CH:9]=[CH:8][CH:7]=[CH:6][C:3]=1[CH2:4]Br.O.[NH2:11][NH2:12].C(=O)([O-])[O-].[K+].[K+]. (7) Given the product [C:1]([O:5][C:6]([N:8]1[CH2:13][CH2:12][C:11]([F:43])([C:14]2[CH:35]=[CH:34][C:17]3[C:18]4[N:19]=[C:20]([C:26]5[N:27]([CH:31]([CH3:33])[CH3:32])[N:28]=[CH:29][N:30]=5)[S:21][C:22]=4[CH2:23][CH2:24][O:25][C:16]=3[CH:15]=2)[CH2:10][CH2:9]1)=[O:7])([CH3:4])([CH3:3])[CH3:2], predict the reactants needed to synthesize it. The reactants are: [C:1]([O:5][C:6]([N:8]1[CH2:13][CH2:12][C:11](O)([C:14]2[CH:35]=[CH:34][C:17]3[C:18]4[N:19]=[C:20]([C:26]5[N:27]([CH:31]([CH3:33])[CH3:32])[N:28]=[CH:29][N:30]=5)[S:21][C:22]=4[CH2:23][CH2:24][O:25][C:16]=3[CH:15]=2)[CH2:10][CH2:9]1)=[O:7])([CH3:4])([CH3:3])[CH3:2].CCN(S(F)(F)[F:43])CC.